Dataset: Full USPTO retrosynthesis dataset with 1.9M reactions from patents (1976-2016). Task: Predict the reactants needed to synthesize the given product. (1) The reactants are: Br[C:2]1[CH:3]=[C:4]2[C:9](=[CH:10][CH:11]=1)[N:8]=[CH:7][C:6]([C:12]([CH:14]1[CH2:16][CH2:15]1)=[O:13])=[C:5]2[N:17]1[CH2:22][CH2:21][CH:20]([N:23]2[CH2:28][CH2:27][N:26]([CH3:29])[CH2:25][CH2:24]2)[CH2:19][CH2:18]1.[Cl:30][C:31]1[CH:36]=[C:35](B2OC(C)(C)C(C)(C)O2)[CH:34]=[C:33]([O:46][CH3:47])[C:32]=1[OH:48]. Given the product [Cl:30][C:31]1[CH:36]=[C:35]([C:2]2[CH:3]=[C:4]3[C:9](=[CH:10][CH:11]=2)[N:8]=[CH:7][C:6]([C:12]([CH:14]2[CH2:15][CH2:16]2)=[O:13])=[C:5]3[N:17]2[CH2:18][CH2:19][CH:20]([N:23]3[CH2:24][CH2:25][N:26]([CH3:29])[CH2:27][CH2:28]3)[CH2:21][CH2:22]2)[CH:34]=[C:33]([O:46][CH3:47])[C:32]=1[OH:48], predict the reactants needed to synthesize it. (2) Given the product [F:1][C:2]([F:13])([F:12])[CH2:3][NH:4][C:5]([C:7]1[S:8][CH:9]=[CH:10][CH:11]=1)=[S:23], predict the reactants needed to synthesize it. The reactants are: [F:1][C:2]([F:13])([F:12])[CH2:3][NH:4][C:5]([C:7]1[S:8][CH:9]=[CH:10][CH:11]=1)=O.COC1C=CC(P2(SP(C3C=CC(OC)=CC=3)(=S)S2)=[S:23])=CC=1.